The task is: Predict hERG channel inhibition at various concentrations.. This data is from hERG Central: cardiac toxicity at 1µM, 10µM, and general inhibition. The molecule is Cc1ccc(Cn2nnnc2CN2CCC(n3nnc4ccccc43)CC2)cc1.Cl. Results: hERG_inhib (hERG inhibition (general)): blocker.